This data is from Full USPTO retrosynthesis dataset with 1.9M reactions from patents (1976-2016). The task is: Predict the reactants needed to synthesize the given product. (1) The reactants are: COC1C=CC(C(Cl)=O)=CC=1.[CH3:12][O:13][C:14]1[CH:15]=[C:16]2[C:21](=[CH:22][C:23]=1[O:24][CH3:25])[N:20]=[CH:19][CH:18]=[C:17]2[O:26][C:27]1[CH:33]=[CH:32][C:30]([NH2:31])=[CH:29][C:28]=1[F:34].[CH3:35][O:36][C:37]1[CH:42]=[CH:41][C:40]([C:43]([N:45]=[C:46]=[S:47])=[O:44])=[CH:39][CH:38]=1. Given the product [CH3:35][O:36][C:37]1[CH:38]=[CH:39][C:40]([C:43]([N:45]=[C:46]=[S:47])=[O:44])=[CH:41][CH:42]=1.[CH3:12][O:13][C:14]1[CH:15]=[C:16]2[C:21](=[CH:22][C:23]=1[O:24][CH3:25])[N:20]=[CH:19][CH:18]=[C:17]2[O:26][C:27]1[CH:33]=[CH:32][C:30]([NH:31][C:46]([NH:45][C:43](=[O:44])[C:40]2[CH:41]=[CH:42][C:37]([O:36][CH3:35])=[CH:38][CH:39]=2)=[S:47])=[CH:29][C:28]=1[F:34], predict the reactants needed to synthesize it. (2) Given the product [CH3:1][C:2]1[CH:3]=[N+:4]([O-:17])[CH:5]=[CH:6][C:7]=1[CH3:8], predict the reactants needed to synthesize it. The reactants are: [CH3:1][C:2]1[CH:3]=[N:4][CH:5]=[CH:6][C:7]=1[CH3:8].C1C=C(Cl)C=C(C(OO)=[O:17])C=1. (3) Given the product [C:20]1([C:8]2[C:7]([C:14]#[N:15])=[C:6]([OH:16])[C:5]([OH:4])=[CH:10][C:9]=2[C:11]#[N:12])[CH2:24][CH2:23][CH2:22][CH:21]=1, predict the reactants needed to synthesize it. The reactants are: C([O:4][C:5]1[CH:10]=[C:9]([C:11]#[N:12])[C:8](Br)=[C:7]([C:14]#[N:15])[C:6]=1[O:16]C(=O)C)(=O)C.[C:20]1(B2OC(C)(C)C(C)(C)O2)[CH2:24][CH2:23][CH2:22][CH:21]=1. (4) Given the product [CH:53]1([CH2:59][NH:60][C:22]([C:21]2[CH:25]=[CH:26][C:27]([CH3:28])=[C:19]([NH:18][C:16]([C:7]3[C:8](=[O:15])[NH:9][C:10]4[C:5]([CH:6]=3)=[CH:4][C:3]([O:2][CH3:1])=[C:12]([O:13][CH3:14])[CH:11]=4)=[O:17])[CH:20]=2)=[O:23])[CH2:58][CH2:57][CH2:56][CH2:55][CH2:54]1, predict the reactants needed to synthesize it. The reactants are: [CH3:1][O:2][C:3]1[CH:4]=[C:5]2[C:10](=[CH:11][C:12]=1[O:13][CH3:14])[NH:9][C:8](=[O:15])[C:7]([C:16]([NH:18][C:19]1[CH:20]=[C:21]([CH:25]=[CH:26][C:27]=1[CH3:28])[C:22](O)=[O:23])=[O:17])=[CH:6]2.CN(C(ON1N=NC2C=CC=NC1=2)=[N+](C)C)C.F[P-](F)(F)(F)(F)F.[CH:53]1([CH2:59][NH2:60])[CH2:58][CH2:57][CH2:56][CH2:55][CH2:54]1.C(=O)(O)[O-].[Na+]. (5) Given the product [CH2:38]([NH:30][CH:27]1[CH2:28][CH2:29][CH:24]([O:23][C:14]2[C:13]3[C:12]4[C@@H:11]([CH2:10][C@@H:9]([OH:8])[C:40]([NH2:41])=[O:42])[CH2:22][CH2:21][C:20]=4[S:19][C:18]=3[N:17]=[CH:16][N:15]=2)[CH2:25][CH2:26]1)[CH3:39], predict the reactants needed to synthesize it. The reactants are: [Si]([O:8][C@@H:9]([C:40](=[O:42])[NH2:41])[CH2:10][C@H:11]1[CH2:22][CH2:21][C:20]2[S:19][C:18]3[N:17]=[CH:16][N:15]=[C:14]([O:23][CH:24]4[CH2:29][CH2:28][CH:27]([N:30]([CH2:38][CH3:39])C(=O)OC(C)(C)C)[CH2:26][CH2:25]4)[C:13]=3[C:12]1=2)(C(C)(C)C)(C)C.Cl. (6) Given the product [CH:1]1([N:6]2[CH2:12][C:11]([F:13])([F:14])[C:10](=[O:15])[N:9]([CH3:16])[C:8]3[CH:17]=[N:18][C:19]([NH:21][C:22]4[CH:30]=[CH:29][C:25]([C:26]([NH:78][CH:79]5[CH2:84][CH2:83][O:82][CH2:81][CH2:80]5)=[O:27])=[CH:24][C:23]=4[C:31]([F:34])([F:32])[F:33])=[N:20][C:7]2=3)[CH2:2][CH2:3][CH2:4][CH2:5]1, predict the reactants needed to synthesize it. The reactants are: [CH:1]1([N:6]2[CH2:12][C:11]([F:14])([F:13])[C:10](=[O:15])[N:9]([CH3:16])[C:8]3[CH:17]=[N:18][C:19]([NH:21][C:22]4[CH:30]=[CH:29][C:25]([C:26](O)=[O:27])=[CH:24][C:23]=4[C:31]([F:34])([F:33])[F:32])=[N:20][C:7]2=3)[CH2:5][CH2:4][CH2:3][CH2:2]1.ON1C2C=CC=CC=2N=N1.F[P-](F)(F)(F)(F)F.CN(C(N(C)C)=[N+]1C2C=CC=CC=2[N+]([O-])=N1)C.C(N(C(C)C)CC)(C)C.[NH2:78][CH:79]1[CH2:84][CH2:83][O:82][CH2:81][CH2:80]1. (7) Given the product [C:12]([O:11][C:9](=[O:10])[NH:1][CH2:2][C:3]1[CH:4]=[N:5][CH:6]=[CH:7][CH:8]=1)([CH3:15])([CH3:14])[CH3:13], predict the reactants needed to synthesize it. The reactants are: [NH2:1][CH2:2][C:3]1[CH:4]=[N:5][CH:6]=[CH:7][CH:8]=1.[C:9](O[C:9]([O:11][C:12]([CH3:15])([CH3:14])[CH3:13])=[O:10])([O:11][C:12]([CH3:15])([CH3:14])[CH3:13])=[O:10].C(N(C(C)C)CC)(C)C.